This data is from Forward reaction prediction with 1.9M reactions from USPTO patents (1976-2016). The task is: Predict the product of the given reaction. (1) Given the reactants Cl.Cl[C:3]1[C:12]2[C:7](=[CH:8][C:9]([O:13][CH3:14])=[CH:10][CH:11]=2)[N:6]=[N:5][CH:4]=1.[OH:15][C:16]1[CH:17]=[C:18]([CH:20]=[CH:21][C:22]=1[CH3:23])[NH2:19], predict the reaction product. The product is: [OH:15][C:16]1[CH:17]=[C:18]([CH:20]=[CH:21][C:22]=1[CH3:23])[NH:19][C:3]1[C:12]2[C:7](=[CH:8][C:9]([O:13][CH3:14])=[CH:10][CH:11]=2)[N:6]=[N:5][CH:4]=1. (2) Given the reactants [Cl:1][C:2]1[CH:18]=[CH:17][C:5]2[CH2:6][CH2:7][N:8]([C:11](=[O:16])[C:12]([F:15])([F:14])[F:13])[CH2:9][CH2:10][C:4]=2[C:3]=1OS(C(F)(F)F)(=O)=O.[CH3:27][Si:28]([CH3:32])([CH3:31])[C:29]#[CH:30], predict the reaction product. The product is: [Cl:1][C:2]1[CH:18]=[CH:17][C:5]2[CH2:6][CH2:7][N:8]([C:11](=[O:16])[C:12]([F:15])([F:14])[F:13])[CH2:9][CH2:10][C:4]=2[C:3]=1[C:30]#[C:29][Si:28]([CH3:32])([CH3:31])[CH3:27]. (3) Given the reactants [Br:1][C:2]1[CH:3]=[C:4]2[C:8](=[C:9]([Cl:11])[CH:10]=1)[NH:7][C:6]([C:12]([OH:14])=O)=[CH:5]2.[F:15][B-](F)(F)F.N1(OC(N(C)C)=[N+](C)C)C2C=CC=CC=2N=N1.F[CH:38]1[CH2:43][CH:42]([F:44])[CH2:41][CH2:40][NH:39]1.C(N(CC)C(C)C)(C)C, predict the reaction product. The product is: [Br:1][C:2]1[CH:3]=[C:4]2[C:8](=[C:9]([Cl:11])[CH:10]=1)[NH:7][C:6]([C:12]([N:39]1[CH2:40][CH2:41][C:42]([F:44])([F:15])[CH2:43][CH2:38]1)=[O:14])=[CH:5]2. (4) Given the reactants [H-].[Na+].[CH2:3]([C:10]#[N:11])[C:4]1[CH:9]=[CH:8][CH:7]=[CH:6][CH:5]=1.[C:12](=O)([O:16]CC)[O:13][CH2:14][CH3:15], predict the reaction product. The product is: [C:10]([CH:3]([C:4]1[CH:9]=[CH:8][CH:7]=[CH:6][CH:5]=1)[C:12]([O:13][CH2:14][CH3:15])=[O:16])#[N:11]. (5) The product is: [NH2:19][C:13]1[C:12]2[C:16](=[CH:17][CH:18]=[C:10]([C:5]3[CH:6]=[CH:7][CH:8]=[C:9]4[C:4]=3[CH2:3][C:2](=[O:22])[NH:1]4)[CH:11]=2)[NH:15][N:14]=1. Given the reactants [NH:1]1[C:9]2[C:4](=[C:5]([C:10]3[CH:11]=[C:12]4[C:16](=[CH:17][CH:18]=3)[NH:15][N:14]=[C:13]4[NH2:19])[CH:6]=[CH:7][CH:8]=2)[CH:3]=[CH:2]1.C([OH:22])C.C(O)(=O)C.[Br-].[Br-].[Br-].[NH+]1C=CC=CC=1.[NH+]1C=CC=CC=1.[NH+]1C=CC=CC=1, predict the reaction product. (6) Given the reactants [C:1]1([C:18]2[CH:23]=[CH:22][CH:21]=[CH:20][CH:19]=2)[CH:6]=[CH:5][C:4]([S:7]([N:10]2[CH2:14][CH2:13][S:12][CH:11]2[C:15](O)=[O:16])(=[O:9])=[O:8])=[CH:3][CH:2]=1.[NH2:24][C@H:25]([C:28]1[CH:33]=[CH:32][CH:31]=[CH:30][CH:29]=1)[CH2:26][OH:27], predict the reaction product. The product is: [C:1]1([C:18]2[CH:23]=[CH:22][CH:21]=[CH:20][CH:19]=2)[CH:2]=[CH:3][C:4]([S:7]([N:10]2[CH2:14][CH2:13][S:12][CH:11]2[C:15]([NH:24][C@H:25]([C:28]2[CH:33]=[CH:32][CH:31]=[CH:30][CH:29]=2)[CH2:26][OH:27])=[O:16])(=[O:9])=[O:8])=[CH:5][CH:6]=1.